From a dataset of Full USPTO retrosynthesis dataset with 1.9M reactions from patents (1976-2016). Predict the reactants needed to synthesize the given product. (1) Given the product [Cl:1][C:2]1[CH:23]=[C:22]([C:24]([NH:26][CH2:27][C:28]2[CH:33]=[CH:32][CH:31]=[C:30]([OH:34])[CH:29]=2)=[O:25])[CH:21]=[CH:20][C:3]=1[C:4]([NH:6][C@H:7]([C:17]([O:19][CH2:45][O:44][C:43]([O:47][CH2:48][CH3:49])=[O:50])=[O:18])[CH2:8][NH:9][C:10]([C:12]1[S:13][CH:14]=[CH:15][CH:16]=1)=[O:11])=[O:5], predict the reactants needed to synthesize it. The reactants are: [Cl:1][C:2]1[CH:23]=[C:22]([C:24]([NH:26][CH2:27][C:28]2[CH:33]=[CH:32][CH:31]=[C:30]([OH:34])[CH:29]=2)=[O:25])[CH:21]=[CH:20][C:3]=1[C:4]([NH:6][C@H:7]([C:17]([OH:19])=[O:18])[CH2:8][NH:9][C:10]([C:12]1[S:13][CH:14]=[CH:15][CH:16]=1)=[O:11])=[O:5].C(=O)([O-])[O-].[K+].[K+].[I-].[K+].[C:43](=[O:50])([O:47][CH2:48][CH3:49])[O:44][CH2:45]Cl. (2) Given the product [CH:8]([N:11]1[C:15]([C:16]2[N:25]=[C:24]3[C:23]4[CH:26]=[CH:27][C:28]([CH:30]5[CH2:35][CH2:34][N:33]([CH2:43][CH2:44][O:45][CH3:46])[CH2:32][CH2:31]5)=[CH:29][C:22]=4[O:21][CH2:20][CH2:19][N:18]3[CH:17]=2)=[N:14][CH:13]=[N:12]1)([CH3:10])[CH3:9], predict the reactants needed to synthesize it. The reactants are: FC(F)(F)C(O)=O.[CH:8]([N:11]1[C:15]([C:16]2[N:25]=[C:24]3[N:18]([CH2:19][CH2:20][O:21][C:22]4[CH:29]=[C:28]([CH:30]5[CH2:35][CH2:34][NH:33][CH2:32][CH2:31]5)[CH:27]=[CH:26][C:23]=43)[CH:17]=2)=[N:14][CH:13]=[N:12]1)([CH3:10])[CH3:9].C(=O)([O-])[O-].[K+].[K+].Br[CH2:43][CH2:44][O:45][CH3:46]. (3) Given the product [O:4]1[CH2:5][CH2:6][CH:7]([O:13][C:14]2[CH:19]=[CH:18][C:17]([N:20]3[CH2:25][CH2:24][CH:23]([C:26]4[CH:27]=[CH:28][C:29]([C@@H:32]([NH:34][C:35](=[O:37])[CH3:36])[CH3:33])=[CH:30][CH:31]=4)[CH2:22][CH2:21]3)=[CH:16][CH:15]=2)[CH2:2][CH2:3]1, predict the reactants needed to synthesize it. The reactants are: Br[CH2:2][CH2:3][O:4][CH2:5][CH3:6].[C:7]([O-])([O-])=O.[K+].[K+].[OH:13][C:14]1[CH:19]=[CH:18][C:17]([N:20]2[CH2:25][CH2:24][CH:23]([C:26]3[CH:31]=[CH:30][C:29]([C@@H:32]([NH:34][C:35](=[O:37])[CH3:36])[CH3:33])=[CH:28][CH:27]=3)[CH2:22][CH2:21]2)=[CH:16][CH:15]=1.